From a dataset of Full USPTO retrosynthesis dataset with 1.9M reactions from patents (1976-2016). Predict the reactants needed to synthesize the given product. (1) Given the product [C@H:19]1([O:18][C@H:17]2[C@H:30]([OH:31])[C@@H:32]([CH2:34][O:35][C@H:36]3[O:44][C@H:43]([CH2:45][OH:46])[C@@H:41]([OH:42])[C@H:39]([OH:40])[C@@H:37]3[OH:38])[O:33][C@H:14]([O:13][CH2:12][CH2:11][NH:10][C:8](=[O:9])[CH2:7][CH2:6][C@H:2]([NH:1][C:52](=[O:53])[CH2:51][CH2:50][CH2:49][C:48](=[O:47])[NH:62][CH2:63][CH2:64][O:65][C@@H:66]3[O:74][C@@H:73]([CH3:75])[C@@H:71]([OH:72])[C@@H:69]([OH:70])[C@@H:67]3[OH:68])[C:3]([OH:5])=[O:4])[C@H:15]2[OH:16])[O:27][C@H:26]([CH2:28][OH:29])[C@@H:24]([OH:25])[C@H:22]([OH:23])[C@@H:20]1[OH:21], predict the reactants needed to synthesize it. The reactants are: [NH2:1][C@@H:2]([CH2:6][CH2:7][C:8]([NH:10][CH2:11][CH2:12][O:13][C@H:14]1[O:33][C@H:32]([CH2:34][O:35][C@H:36]2[O:44][C@H:43]([CH2:45][OH:46])[C@@H:41]([OH:42])[C@H:39]([OH:40])[C@@H:37]2[OH:38])[C@@H:30]([OH:31])[C@H:17]([O:18][C@H:19]2[O:27][C@H:26]([CH2:28][OH:29])[C@@H:24]([OH:25])[C@H:22]([OH:23])[C@@H:20]2[OH:21])[C@@H:15]1[OH:16])=[O:9])[C:3]([OH:5])=[O:4].[O:47]=[C:48]([NH:62][CH2:63][CH2:64][O:65][C@@H:66]1[O:74][C@@H:73]([CH3:75])[C@@H:71]([OH:72])[C@@H:69]([OH:70])[C@@H:67]1[OH:68])[CH2:49][CH2:50][CH2:51][C:52](ON1C(=O)CCC1=O)=[O:53].C(OC(=O)CCCCC(O)=O)C1C=CC=CC=1. (2) Given the product [CH:48]1([NH:51][C:52]([C@@H:54]2[CH2:58][C@@H:57]([OH:59])[CH2:56][N:55]2[C:30]([C:26]2[C:25]([CH3:33])=[C:24](/[CH:23]=[C:16]3\[C:17](=[O:22])[NH:18][C:19]4[C:15]\3=[CH:14][C:13]([S:10]([CH2:9][C:3]3[C:2]([Cl:1])=[CH:7][CH:6]=[CH:5][C:4]=3[Cl:8])(=[O:11])=[O:12])=[CH:21][CH:20]=4)[NH:28][C:27]=2[CH3:29])=[O:32])=[O:53])[CH2:50][CH2:49]1, predict the reactants needed to synthesize it. The reactants are: [Cl:1][C:2]1[CH:7]=[CH:6][CH:5]=[C:4]([Cl:8])[C:3]=1[CH2:9][S:10]([C:13]1[CH:14]=[C:15]2[C:19](=[CH:20][CH:21]=1)[NH:18][C:17](=[O:22])/[C:16]/2=[CH:23]\[C:24]1[NH:28][C:27]([CH3:29])=[C:26]([C:30]([OH:32])=O)[C:25]=1[CH3:33])(=[O:12])=[O:11].C1C=CC2N(O)N=NC=2C=1.C(Cl)CCl.[CH:48]1([NH:51][C:52]([C@@H:54]2[CH2:58][C@@H:57]([OH:59])[CH2:56][NH:55]2)=[O:53])[CH2:50][CH2:49]1.